From a dataset of Full USPTO retrosynthesis dataset with 1.9M reactions from patents (1976-2016). Predict the reactants needed to synthesize the given product. Given the product [CH:29]([N:32]1[CH2:37][CH2:36][N:35]([C:1]([O:2][CH:3]2[CH2:4][CH2:5][N:6]([C:9]3[CH:14]=[CH:13][C:12]([C:15](=[O:17])[NH2:16])=[CH:11][N:10]=3)[CH2:7][CH2:8]2)=[O:28])[CH2:34][CH2:33]1)([CH3:31])[CH3:30], predict the reactants needed to synthesize it. The reactants are: [C:1](=[O:28])(OC1C=CC([N+]([O-])=O)=CC=1)[O:2][CH:3]1[CH2:8][CH2:7][N:6]([C:9]2[CH:14]=[CH:13][C:12]([C:15](=[O:17])[NH2:16])=[CH:11][N:10]=2)[CH2:5][CH2:4]1.[CH:29]([N:32]1[CH2:37][CH2:36][NH:35][CH2:34][CH2:33]1)([CH3:31])[CH3:30].CCN(C(C)C)C(C)C.